The task is: Predict the reactants needed to synthesize the given product.. This data is from Full USPTO retrosynthesis dataset with 1.9M reactions from patents (1976-2016). (1) Given the product [CH3:1][O:2][C:3]1[CH:4]=[CH:5][C:6]([C:7]([NH:9][C:10]2[C:11]([NH:16][C:17]([CH:19]3[CH2:20][CH2:21][N:22]([CH2:33][C:30]4[CH:31]=[CH:32][N:27]=[CH:28][CH:29]=4)[CH2:23][CH2:24]3)=[O:18])=[CH:12][CH:13]=[CH:14][CH:15]=2)=[O:8])=[CH:25][CH:26]=1, predict the reactants needed to synthesize it. The reactants are: [CH3:1][O:2][C:3]1[CH:26]=[CH:25][C:6]([C:7]([NH:9][C:10]2[C:11]([NH:16][C:17]([CH:19]3[CH2:24][CH2:23][NH:22][CH2:21][CH2:20]3)=[O:18])=[CH:12][CH:13]=[CH:14][CH:15]=2)=[O:8])=[CH:5][CH:4]=1.[N:27]1[CH:32]=[CH:31][C:30]([CH:33]=O)=[CH:29][CH:28]=1. (2) The reactants are: Br[C:2]1[CH:7]=[CH:6][N:5]=[CH:4][C:3]=1[N:8]([CH3:25])[C:9](=[O:24])[C:10]1[CH:15]=[C:14]([C:16]([F:19])([F:18])[F:17])[CH:13]=[C:12]([C:20]([F:23])([F:22])[F:21])[CH:11]=1.[CH3:26][O:27][C:28]1[C:33](B(O)O)=[CH:32][CH:31]=[CH:30][N:29]=1. Given the product [CH3:26][O:27][C:28]1[C:33]([C:2]2[CH:7]=[CH:6][N:5]=[CH:4][C:3]=2[N:8]([CH3:25])[C:9](=[O:24])[C:10]2[CH:15]=[C:14]([C:16]([F:19])([F:18])[F:17])[CH:13]=[C:12]([C:20]([F:23])([F:22])[F:21])[CH:11]=2)=[CH:32][CH:31]=[CH:30][N:29]=1, predict the reactants needed to synthesize it. (3) Given the product [CH2:1]([O:3][C:4](=[O:46])[CH:5]([O:32][C:33]1[CH:38]=[CH:37][CH:36]=[CH:35][C:34]=1[CH2:39][CH2:40][C:41]([O:43][CH2:44][CH3:45])=[O:42])[CH:6]([CH2:8][CH2:9][CH2:10][CH2:11][CH2:12][CH2:13][O:14][C:49]1[CH:48]=[C:47]([C:35]2[CH:34]=[CH:33][CH:38]=[CH:37][CH:36]=2)[CH:52]=[C:51]([C:8]2[CH:6]=[CH:5][C:4]3[O:3][CH2:1][CH2:2][O:59][C:56]=3[CH:9]=2)[CH:50]=1)[CH3:7])[CH3:2], predict the reactants needed to synthesize it. The reactants are: [CH2:1]([O:3][C:4](=[O:46])[CH:5]([O:32][C:33]1[CH:38]=[CH:37][CH:36]=[CH:35][C:34]=1[CH2:39][CH2:40][C:41]([O:43][CH2:44][CH3:45])=[O:42])[CH:6]([CH2:8][CH2:9][CH2:10][CH2:11][CH2:12][CH2:13][O:14]C1C=C(C2C=CC3OCCOC=3C=2)C=C(Br)C=1)[CH3:7])[CH3:2].[C:47]1(B(O)O)[CH:52]=[CH:51][CH:50]=[CH:49][CH:48]=1.[C:56](=[O:59])([O-])[O-].[Na+].[Na+]. (4) Given the product [CH3:1][N:2]([C:3]1[CH:4]=[N:5][CH:6]=[CH:7][C:8]=1[C:9]1[CH:14]=[CH:13][CH:12]=[CH:11][C:10]=1[CH3:15])[C:21](=[O:22])[C:20]1[CH:24]=[C:25]([C:27]([F:28])([F:29])[F:30])[N:26]=[C:18]([C:17]([F:32])([F:16])[F:31])[CH:19]=1, predict the reactants needed to synthesize it. The reactants are: [CH3:1][NH:2][C:3]1[CH:4]=[N:5][CH:6]=[CH:7][C:8]=1[C:9]1[CH:14]=[CH:13][CH:12]=[CH:11][C:10]=1[CH3:15].[F:16][C:17]([F:32])([F:31])[C:18]1[CH:19]=[C:20]([CH:24]=[C:25]([C:27]([F:30])([F:29])[F:28])[N:26]=1)[C:21](O)=[O:22]. (5) Given the product [Br:1][C:2]1[C:10]2[C:6](=[N:7][S:8][N:9]=2)[C:5]([CH:11]=[O:12])=[CH:4][CH:3]=1, predict the reactants needed to synthesize it. The reactants are: [Br:1][C:2]1[C:10]2[C:6](=[N:7][S:8][N:9]=2)[C:5]([CH2:11][OH:12])=[CH:4][CH:3]=1. (6) Given the product [Br:1][C:11]1[C:6]2[N:5]=[CH:4][S:3][C:7]=2[CH:8]=[CH:9][C:10]=1[NH2:12], predict the reactants needed to synthesize it. The reactants are: [Br:1]Br.[S:3]1[C:7]2[CH:8]=[CH:9][C:10]([NH2:12])=[CH:11][C:6]=2[N:5]=[CH:4]1.C([O-])([O-])=O.[Na+].[Na+].